Dataset: Reaction yield outcomes from USPTO patents with 853,638 reactions. Task: Predict the reaction yield, written as a fraction of the theoretical maximum amount of product (1.0 means a 100% yield; for example, 0.34 means a 34% yield). (1) The product is [CH3:1][C:2]([CH3:16])([CH3:15])[CH2:3][O:4][S:5]([C:8]1[CH:13]=[CH:12][C:11]([B:17]2[O:21][C:20]([CH3:23])([CH3:22])[C:19]([CH3:25])([CH3:24])[O:18]2)=[CH:10][CH:9]=1)(=[O:7])=[O:6]. The reactants are [CH3:1][C:2]([CH3:16])([CH3:15])[CH2:3][O:4][S:5]([C:8]1[CH:13]=[CH:12][C:11](Br)=[CH:10][CH:9]=1)(=[O:7])=[O:6].[B:17]1([B:17]2[O:21][C:20]([CH3:23])([CH3:22])[C:19]([CH3:25])([CH3:24])[O:18]2)[O:21][C:20]([CH3:23])([CH3:22])[C:19]([CH3:25])([CH3:24])[O:18]1.C([O-])(=O)C.[K+]. The yield is 0.820. The catalyst is CS(C)=O. (2) The reactants are [NH2:1][C:2]1[S:3][C:4]([I:11])=[C:5]([C:7](=[O:10])[CH2:8][CH3:9])[N:6]=1.C(N(CC)CC)C.[O:19]=[C:20]1[C:28]2[C:23](=[CH:24][CH:25]=[CH:26][CH:27]=2)[C:22](=[O:29])N1C(OCC)=O. The catalyst is ClCCl. The product is [I:11][C:4]1[S:3][C:2]([N:1]2[C:20](=[O:19])[C:28]3[C:23](=[CH:24][CH:25]=[CH:26][CH:27]=3)[C:22]2=[O:29])=[N:6][C:5]=1[C:7](=[O:10])[CH2:8][CH3:9]. The yield is 0.620. (3) The reactants are [Cl:1][C:2]1[CH:10]=[CH:9][CH:8]=[C:7]2[C:3]=1[CH:4]=[N:5][NH:6]2.[O:11]1[CH:16]=[CH:15][CH2:14][CH2:13][CH2:12]1. The catalyst is C1(C)C=CC(S([O-])(=O)=O)=CC=1.[NH+]1C=CC=CC=1.C(Cl)Cl. The product is [Cl:1][C:2]1[CH:10]=[CH:9][CH:8]=[C:7]2[C:3]=1[CH:4]=[N:5][N:6]2[CH:12]1[CH2:13][CH2:14][CH2:15][CH2:16][O:11]1. The yield is 0.950. (4) The reactants are [Na].[C:2]([O:10]CC)(=O)[CH2:3][C:4]([O:6]CC)=O.[CH2:13]([NH:16][C:17]([NH2:19])=[O:18])[CH:14]=[CH2:15]. The catalyst is C(O)C. The product is [CH2:13]([N:16]1[C:2](=[O:10])[CH2:3][C:4](=[O:6])[NH:19][C:17]1=[O:18])[CH:14]=[CH2:15]. The yield is 0.580. (5) The reactants are Br[C:2]1[CH:7]=[CH:6][C:5]([OH:8])=[CH:4][N:3]=1.[CH:9]1[C:18]2[C:13](=[CH:14][CH:15]=[CH:16][CH:17]=2)[CH:12]=[CH:11][C:10]=1B(O)O.C(=O)([O-])[O-].[Na+].[Na+]. The catalyst is C1COCC1.CCOC(C)=O. The product is [CH:17]1[C:18]2[C:13](=[CH:12][CH:11]=[CH:10][CH:9]=2)[CH:14]=[CH:15][C:16]=1[C:2]1[N:3]=[CH:4][C:5]([OH:8])=[CH:6][CH:7]=1. The yield is 0.170.